From a dataset of Forward reaction prediction with 1.9M reactions from USPTO patents (1976-2016). Predict the product of the given reaction. Given the reactants P(Cl)(Cl)(Cl)=O.[CH3:6][O:7][C:8]1[CH:17]=[C:16]2[C:11]([C:12](=O)[NH:13][CH:14]=[N:15]2)=[C:10]([O:19][CH2:20][C@H:21]2[CH2:25][CH2:24][CH2:23][N:22]2[C:26]([O:28][C:29]([CH3:32])([CH3:31])[CH3:30])=[O:27])[CH:9]=1.C(N(C(C)C)CC)(C)C.[NH2:42][C:43]1[CH:44]=[N:45][N:46]([CH2:48][C:49]([NH:51][C:52]2[CH:57]=[CH:56][CH:55]=[C:54]([F:58])[C:53]=2[F:59])=[O:50])[CH:47]=1, predict the reaction product. The product is: [F:59][C:53]1[C:54]([F:58])=[CH:55][CH:56]=[CH:57][C:52]=1[NH:51][C:49](=[O:50])[CH2:48][N:46]1[CH:47]=[C:43]([NH:42][CH:12]2[C:11]3[C:16](=[CH:17][C:8]([O:7][CH3:6])=[CH:9][C:10]=3[O:19][CH2:20][C@H:21]3[CH2:25][CH2:24][CH2:23][N:22]3[C:26]([O:28][C:29]([CH3:31])([CH3:32])[CH3:30])=[O:27])[N:15]=[CH:14][NH:13]2)[CH:44]=[N:45]1.